Dataset: Catalyst prediction with 721,799 reactions and 888 catalyst types from USPTO. Task: Predict which catalyst facilitates the given reaction. Reactant: C[O:2][C:3]([C:5]1[C:10]([NH:11][CH2:12][C:13]2[CH:14]=[N:15][CH:16]=[CH:17][CH:18]=2)=[CH:9][CH:8]=[CH:7][N:6]=1)=[O:4].[OH-].[Na+]. Product: [N:15]1[CH:16]=[CH:17][CH:18]=[C:13]([CH2:12][NH:11][C:10]2[C:5]([C:3]([OH:4])=[O:2])=[N:6][CH:7]=[CH:8][CH:9]=2)[CH:14]=1. The catalyst class is: 8.